This data is from Full USPTO retrosynthesis dataset with 1.9M reactions from patents (1976-2016). The task is: Predict the reactants needed to synthesize the given product. (1) Given the product [Cl:1][C:2]1[N:7]=[CH:6][C:5]2[CH:8]=[N:9][N:10]([C:12]3[N:17]=[C:16]([N:18]4[CH2:24][CH2:23][CH2:22][N:21]([C:25]([O:27][C:28]([CH3:31])([CH3:30])[CH3:29])=[O:26])[CH2:20][CH2:19]4)[CH:15]=[N:14][CH:13]=3)[C:4]=2[CH:3]=1, predict the reactants needed to synthesize it. The reactants are: [Cl:1][C:2]1[N:7]=[CH:6][C:5]2[CH:8]=[N:9][NH:10][C:4]=2[CH:3]=1.Br[C:12]1[N:17]=[C:16]([N:18]2[CH2:24][CH2:23][CH2:22][N:21]([C:25]([O:27][C:28]([CH3:31])([CH3:30])[CH3:29])=[O:26])[CH2:20][CH2:19]2)[CH:15]=[N:14][CH:13]=1.CNCCNC.C(=O)([O-])[O-].[K+].[K+]. (2) Given the product [CH3:27][C:21]1[NH:20][C:19]([CH:17]=[C:9]2[C:8]3[C:12](=[CH:13][CH:14]=[CH:15][C:7]=3[C:4]3[CH:5]=[CH:6][N:1]=[CH:2][CH:3]=3)[NH:11][C:10]2=[O:16])=[C:23]([C:24]([OH:26])=[O:25])[CH:22]=1, predict the reactants needed to synthesize it. The reactants are: [N:1]1[CH:6]=[CH:5][C:4]([C:7]2[CH:15]=[CH:14][CH:13]=[C:12]3[C:8]=2[CH2:9][C:10](=[O:16])[NH:11]3)=[CH:3][CH:2]=1.[CH:17]([C:19]1[NH:20][C:21]([CH3:27])=[CH:22][C:23]=1[C:24]([OH:26])=[O:25])=O. (3) Given the product [CH3:27][O:28][C:29]1[C:30](=[O:53])[C:31]([CH3:52])=[C:32]([CH2:38][C:39]2[CH:40]=[CH:41][C:42]([O:48][C:49](=[O:51])[CH3:50])=[C:43]([CH:47]=2)[C:44]([NH:7][C:6]2[CH:8]=[CH:9][CH:10]=[C:4]([N+:1]([O-:3])=[O:2])[CH:5]=2)=[O:45])[C:33](=[O:37])[C:34]=1[O:35][CH3:36], predict the reactants needed to synthesize it. The reactants are: [N+:1]([C:4]1[CH:5]=[C:6]([CH:8]=[CH:9][CH:10]=1)[NH2:7])([O-:3])=[O:2].C(N(CC)CC)C.[Cl-].ClC1N(C)CC[NH+]1C.[CH3:27][O:28][C:29]1[C:30](=[O:53])[C:31]([CH3:52])=[C:32]([CH2:38][C:39]2[CH:40]=[CH:41][C:42]([O:48][C:49](=[O:51])[CH3:50])=[C:43]([CH:47]=2)[C:44](O)=[O:45])[C:33](=[O:37])[C:34]=1[O:35][CH3:36]. (4) Given the product [ClH:41].[ClH:41].[O:1]1[C@@H:13]2[C@@:14]34[CH2:16][CH2:17][N:18]([CH3:19])[C@@H:8]([C@:9]3([O:38][CH3:39])[CH2:10][CH2:11][C@@H:12]2[NH:20][C:21]([NH2:23])=[NH:22])[CH2:7][C:6]2=[C:15]4[C:2]1=[C:3]([OH:40])[CH:4]=[CH:5]2, predict the reactants needed to synthesize it. The reactants are: [O:1]1[C@@H:13]2[C@@:14]34[CH2:16][CH2:17][N:18]([CH3:19])[C@@H:8]([C@:9]3([O:38][CH3:39])[CH2:10][CH2:11][C@@H:12]2[N:20](C(OC(C)(C)C)=O)[C:21]([NH:23]C(OC(C)(C)C)=O)=[NH:22])[CH2:7][C:6]2=[C:15]4[C:2]1=[C:3]([OH:40])[CH:4]=[CH:5]2.[ClH:41]. (5) Given the product [CH3:1][O:2][C:3]1[CH:11]=[C:10]2[C:6]([CH2:7][CH:8]([CH2:13][C:14]3[C:19]([C:20]([F:23])([F:22])[F:21])=[CH:18][CH:17]=[CH:16][N:15]=3)[C:9]2=[O:12])=[CH:5][C:4]=1[N:24]1[CH2:25][CH2:26][O:27][CH2:28][CH2:29]1, predict the reactants needed to synthesize it. The reactants are: [CH3:1][O:2][C:3]1[CH:11]=[C:10]2[C:6]([CH2:7]/[C:8](=[CH:13]\[C:14]3[C:19]([C:20]([F:23])([F:22])[F:21])=[CH:18][CH:17]=[CH:16][N:15]=3)/[C:9]2=[O:12])=[CH:5][C:4]=1[N:24]1[CH2:29][CH2:28][O:27][CH2:26][CH2:25]1. (6) Given the product [CH3:59][O:60][C:61](=[O:89])[CH2:62][NH:63][C:64](=[O:88])[C@H:65]([CH:85]([CH3:87])[CH3:86])[NH:66][C:67](=[O:84])[CH2:68][NH:69][C:70](=[O:83])[C@@H:71]1[CH2:75][CH2:74][CH2:73][N:72]1[C:76](=[O:82])[C@H:77]([CH:79]([CH3:81])[CH3:80])[NH:78][C:35](=[O:36])[CH2:34][NH:33][C:31](=[O:32])[C@H:27]([CH:28]([CH3:30])[CH3:29])[NH:26][C:24](=[O:25])[CH2:23][NH:22][C:20](=[O:21])[C@@H:19]1[CH2:38][CH2:39][CH2:40][N:18]1[C:16](=[O:17])[C@H:12]([CH:13]([CH3:15])[CH3:14])[NH:11][C:1]([O:3][CH2:4][C:5]1[CH:6]=[CH:7][CH:8]=[CH:9][CH:10]=1)=[O:2], predict the reactants needed to synthesize it. The reactants are: [C:1]([NH:11][C@H:12]([C:16]([N:18]1[CH2:40][CH2:39][CH2:38][C@H:19]1[C:20]([NH:22][CH2:23][C:24]([NH:26][C@H:27]([C:31]([NH:33][CH2:34][C:35](O)=[O:36])=[O:32])[CH:28]([CH3:30])[CH3:29])=[O:25])=[O:21])=[O:17])[CH:13]([CH3:15])[CH3:14])([O:3][CH2:4][C:5]1[CH:10]=[CH:9][CH:8]=[CH:7][CH:6]=1)=[O:2].CN(C)CCCN=C=NCC.C(N(CC)CC)C.[CH3:59][O:60][C:61](=[O:89])[CH2:62][NH:63][C:64](=[O:88])[C@H:65]([CH:85]([CH3:87])[CH3:86])[NH:66][C:67](=[O:84])[CH2:68][NH:69][C:70](=[O:83])[C@@H:71]1[CH2:75][CH2:74][CH2:73][N:72]1[C:76](=[O:82])[C@H:77]([CH:79]([CH3:81])[CH3:80])[NH2:78]. (7) Given the product [NH2:17][C:11]1[N:10]=[C:9]([NH2:18])[C:8]2[C:13](=[CH:14][CH:15]=[CH:16][C:7]=2[N:1]2[CH2:6][CH2:5][N:4]([C:23]([C:22]3[CH:26]=[CH:27][C:28]([Cl:29])=[C:20]([Cl:19])[CH:21]=3)=[O:24])[CH2:3][CH2:2]2)[N:12]=1, predict the reactants needed to synthesize it. The reactants are: [N:1]1([C:7]2[CH:16]=[CH:15][CH:14]=[C:13]3[C:8]=2[C:9]([NH2:18])=[N:10][C:11]([NH2:17])=[N:12]3)[CH2:6][CH2:5][NH:4][CH2:3][CH2:2]1.[Cl:19][C:20]1[CH:21]=[C:22]([CH:26]=[CH:27][C:28]=1[Cl:29])[C:23](Cl)=[O:24]. (8) The reactants are: [CH3:1][C:2]1[CH:40]=[C:39]([CH3:41])[CH:38]=[CH:37][C:3]=1[O:4][CH2:5][C@H:6]([OH:36])[CH2:7][NH:8][C:9]1[CH:14]=[CH:13][NH:12][C:11](=[O:15])[C:10]=1[C:16]1[NH:17][C:18]2[C:26]([N:27]=1)=[CH:25][C:24]1[C:23](=[O:28])[N:22]([CH:29]3[CH2:34][CH2:33][NH:32][CH2:31][CH2:30]3)[C:21](=[O:35])[C:20]=1[CH:19]=2.[C:42](=[NH:47])(OCC)[CH3:43]. Given the product [CH3:1][C:2]1[CH:40]=[C:39]([CH3:41])[CH:38]=[CH:37][C:3]=1[O:4][CH2:5][C@H:6]([OH:36])[CH2:7][NH:8][C:9]1[CH:14]=[CH:13][NH:12][C:11](=[O:15])[C:10]=1[C:16]1[NH:17][C:18]2[C:26]([N:27]=1)=[CH:25][C:24]1[C:23](=[O:28])[N:22]([CH:29]3[CH2:30][CH2:31][N:32]([C:42](=[NH:47])[CH3:43])[CH2:33][CH2:34]3)[C:21](=[O:35])[C:20]=1[CH:19]=2, predict the reactants needed to synthesize it. (9) Given the product [Br:15][C:16]1[CH:21]=[CH:20][C:19]([S:22]([N:12]2[CH2:13][CH2:14][CH:9]([OH:8])[CH2:10][CH2:11]2)(=[O:24])=[O:23])=[CH:18][CH:17]=1, predict the reactants needed to synthesize it. The reactants are: C(N(CC)CC)C.[OH:8][CH:9]1[CH2:14][CH2:13][NH:12][CH2:11][CH2:10]1.[Br:15][C:16]1[CH:21]=[CH:20][C:19]([S:22](Cl)(=[O:24])=[O:23])=[CH:18][CH:17]=1.